Regression. Given two drug SMILES strings and cell line genomic features, predict the synergy score measuring deviation from expected non-interaction effect. From a dataset of NCI-60 drug combinations with 297,098 pairs across 59 cell lines. Drug 1: C1C(C(OC1N2C=NC3=C(N=C(N=C32)Cl)N)CO)O. Drug 2: COC1=C2C(=CC3=C1OC=C3)C=CC(=O)O2. Cell line: NCI-H522. Synergy scores: CSS=14.3, Synergy_ZIP=-9.77, Synergy_Bliss=-3.92, Synergy_Loewe=-11.7, Synergy_HSA=-3.38.